Dataset: Forward reaction prediction with 1.9M reactions from USPTO patents (1976-2016). Task: Predict the product of the given reaction. (1) The product is: [F:1][C:2]1[CH:3]=[C:4]([CH:25]=[CH:26][CH:27]=1)[CH2:5][O:6][C:7]1[CH:16]=[C:15]2[C:10]([C:11](=[O:24])[N:12]([CH2:20][C:21]#[N:23])[C:13]([CH:17]([CH3:19])[CH3:18])=[N:14]2)=[CH:9][CH:8]=1. Given the reactants [F:1][C:2]1[CH:3]=[C:4]([CH:25]=[CH:26][CH:27]=1)[CH2:5][O:6][C:7]1[CH:16]=[C:15]2[C:10]([C:11](=[O:24])[N:12]([CH2:20][C:21]([NH2:23])=O)[C:13]([CH:17]([CH3:19])[CH3:18])=[N:14]2)=[CH:9][CH:8]=1.C(=O)([O-])O.[Na+], predict the reaction product. (2) Given the reactants [NH2:1][C:2]1[C:18]([CH3:19])=[CH:17][C:16](Br)=[CH:15][C:3]=1[C:4]([O:6][CH2:7][CH:8]([CH2:13][CH3:14])[CH2:9][CH2:10][CH2:11][CH3:12])=[O:5].[Cu](C#N)[C:22]#[N:23], predict the reaction product. The product is: [NH2:1][C:2]1[C:18]([CH3:19])=[CH:17][C:16]([C:22]#[N:23])=[CH:15][C:3]=1[C:4]([O:6][CH2:7][CH:8]([CH2:13][CH3:14])[CH2:9][CH2:10][CH2:11][CH3:12])=[O:5]. (3) Given the reactants C[Si](C)(C)CCOC[N:7]1[CH:11]=[C:10]([C:12]2([NH2:15])[CH2:14][CH2:13]2)[N:9]=[CH:8]1, predict the reaction product. The product is: [NH:7]1[CH:11]=[C:10]([C:12]2([NH2:15])[CH2:14][CH2:13]2)[N:9]=[CH:8]1.